From a dataset of Forward reaction prediction with 1.9M reactions from USPTO patents (1976-2016). Predict the product of the given reaction. (1) Given the reactants CS(O)(=O)=O.[NH2:6][CH2:7][C:8]1[CH:9]=[C:10]2[C:14](=[CH:15][CH:16]=1)[C:13](=[O:17])[N:12]([CH:18]1[CH2:23][CH2:22][C:21](=[O:24])[NH:20][C:19]1=[O:25])[CH2:11]2.CN(C(ON1N=NC2C=CC=NC1=2)=[N+](C)C)C.F[P-](F)(F)(F)(F)F.[F:50][C:51]([F:63])([C:55]1[CH:60]=[CH:59][C:58]([O:61][CH3:62])=[CH:57][CH:56]=1)[C:52](O)=[O:53].C(N(C(C)C)C(C)C)C, predict the reaction product. The product is: [O:25]=[C:19]1[CH:18]([N:12]2[CH2:11][C:10]3[C:14](=[CH:15][CH:16]=[C:8]([CH2:7][NH:6][C:52](=[O:53])[C:51]([F:63])([F:50])[C:55]4[CH:56]=[CH:57][C:58]([O:61][CH3:62])=[CH:59][CH:60]=4)[CH:9]=3)[C:13]2=[O:17])[CH2:23][CH2:22][C:21](=[O:24])[NH:20]1. (2) Given the reactants [C:1]1([Mg]Cl)[CH:6]=[CH:5][CH:4]=[CH:3][CH:2]=1.[Mg].ClC1C=CC=CC=1.[CH2:17](Br)[CH2:18][CH2:19][CH2:20][CH2:21][CH2:22][CH2:23][CH2:24][CH2:25][CH:26]=[CH2:27].[Cl-].[NH4+], predict the reaction product. The product is: [C:1]1([CH2:27][CH2:26][CH2:25][CH2:24][CH2:23][CH2:22][CH2:21][CH2:20][CH2:19][CH:18]=[CH2:17])[CH:6]=[CH:5][CH:4]=[CH:3][CH:2]=1.